From a dataset of Forward reaction prediction with 1.9M reactions from USPTO patents (1976-2016). Predict the product of the given reaction. (1) Given the reactants [H-].[Na+].[Cl:3][C:4]1[CH:11]=[C:10]([NH:12][C@H:13]2[CH2:17][CH2:16][N:15]([S:18]([CH3:21])(=[O:20])=[O:19])[CH2:14]2)[CH:9]=[CH:8][C:5]=1[C:6]#[N:7].Br[CH2:23][C:24]1[CH:29]=[CH:28][CH:27]=[CH:26][C:25]=1[Cl:30], predict the reaction product. The product is: [Cl:3][C:4]1[CH:11]=[C:10]([N:12]([CH2:23][C:24]2[CH:29]=[CH:28][CH:27]=[CH:26][C:25]=2[Cl:30])[C@H:13]2[CH2:17][CH2:16][N:15]([S:18]([CH3:21])(=[O:20])=[O:19])[CH2:14]2)[CH:9]=[CH:8][C:5]=1[C:6]#[N:7]. (2) Given the reactants [CH:1]1([CH2:4][O:5][C:6]2[CH:11]=[C:10]([F:12])[C:9]([O:13][CH3:14])=[CH:8][C:7]=2[C:15]2[C:16]3[NH:23][CH:22]=[C:21]([C:24](O)=[O:25])[C:17]=3[N:18]=[CH:19][N:20]=2)[CH2:3][CH2:2]1.[C:27]([O:31][C:32]([N:34]1[CH2:39][CH2:38][CH:37]([NH2:40])[CH2:36][CH2:35]1)=[O:33])([CH3:30])([CH3:29])[CH3:28], predict the reaction product. The product is: [C:27]([O:31][C:32]([N:34]1[CH2:39][CH2:38][CH:37]([NH:40][C:24]([C:21]2[C:17]3[N:18]=[CH:19][N:20]=[C:15]([C:7]4[CH:8]=[C:9]([O:13][CH3:14])[C:10]([F:12])=[CH:11][C:6]=4[O:5][CH2:4][CH:1]4[CH2:2][CH2:3]4)[C:16]=3[NH:23][CH:22]=2)=[O:25])[CH2:36][CH2:35]1)=[O:33])([CH3:30])([CH3:28])[CH3:29].